Task: Predict which catalyst facilitates the given reaction.. Dataset: Catalyst prediction with 721,799 reactions and 888 catalyst types from USPTO (1) Reactant: [CH3:1][P:2](=[O:9])([O:6][CH2:7][CH3:8])[O:3][CH2:4][CH3:5].[Li]CCCC.[CH:15]1([S:18]([NH:21][C:22]23[CH2:29][CH2:28][C:25](C(OC)=O)([CH2:26][CH2:27]2)[CH2:24][CH2:23]3)(=[O:20])=[O:19])[CH2:17][CH2:16]1.[NH4+].[Cl-]. Product: [CH2:4]([O:3][P:2]([CH2:1][C:25]12[CH2:24][CH2:23][C:22]([NH:21][S:18]([CH:15]3[CH2:17][CH2:16]3)(=[O:20])=[O:19])([CH2:27][CH2:26]1)[CH2:29][CH2:28]2)(=[O:9])[O:6][CH2:7][CH3:8])[CH3:5]. The catalyst class is: 1. (2) Reactant: Br[CH2:2][C:3]1[CH:13]=[CH:12][C:11]([O:14][CH3:15])=[CH:10][C:4]=1[C:5]([O:7]CC)=O.[NH2:16][C:17]1[CH:18]=[C:19]2[C:23](=[N:24][CH:25]=1)[N:22]([CH3:26])[CH:21]=[CH:20]2.C(N(CC)C(C)C)(C)C.[OH-].[Li+]. Product: [CH3:15][O:14][C:11]1[CH:10]=[C:4]2[C:3]([CH2:2][N:16]([C:17]3[CH:18]=[C:19]4[CH:20]=[CH:21][N:22]([CH3:26])[C:23]4=[N:24][CH:25]=3)[C:5]2=[O:7])=[CH:13][CH:12]=1. The catalyst class is: 8. (3) Reactant: [NH2:1][C:2]1[CH:7]=[CH:6][C:5]([C:8]2[CH:13]=[C:12]([NH:14][CH2:15][C:16]3[CH:21]=[CH:20][C:19]([Cl:22])=[CH:18][C:17]=3[Cl:23])[N:11]3[N:24]=[CH:25][CH:26]=[C:10]3[N:9]=2)=[CH:4][CH:3]=1.[NH:27]1[C:31](=[O:32])[CH2:30][CH2:29][C@@H:28]1[C:33](O)=[O:34].Cl.CN(C)CCCN=C=NCC.O.ON1C2C=CC=CC=2N=N1. Product: [Cl:23][C:17]1[CH:18]=[C:19]([Cl:22])[CH:20]=[CH:21][C:16]=1[CH2:15][NH:14][C:12]1[N:11]2[N:24]=[CH:25][CH:26]=[C:10]2[N:9]=[C:8]([C:5]2[CH:6]=[CH:7][C:2]([NH:1][C:33]([CH:28]3[CH2:29][CH2:30][C:31](=[O:32])[NH:27]3)=[O:34])=[CH:3][CH:4]=2)[CH:13]=1. The catalyst class is: 479. (4) Reactant: [F:1][C:2]1[C:3]([N+:19]([O-:21])=[O:20])=[C:4]([CH:8](C(OCC)=O)[C:9]([O:11]CC)=[O:10])[CH:5]=[CH:6][CH:7]=1.Cl. Product: [F:1][C:2]1[C:3]([N+:19]([O-:21])=[O:20])=[C:4]([CH2:8][C:9]([OH:11])=[O:10])[CH:5]=[CH:6][CH:7]=1. The catalyst class is: 6. (5) Reactant: Cl.[Br:2][C:3]1[CH:8]=[CH:7][C:6]([NH:9]N)=[CH:5][CH:4]=1.[CH2:11]([CH2:18][C:19](=O)[CH3:20])[C:12]1[CH:17]=[CH:16][CH:15]=[CH:14][CH:13]=1. Product: [CH2:11]([C:18]1[C:7]2[C:6](=[CH:5][CH:4]=[C:3]([Br:2])[CH:8]=2)[NH:9][C:19]=1[CH3:20])[C:12]1[CH:17]=[CH:16][CH:15]=[CH:14][CH:13]=1. The catalyst class is: 8. (6) Reactant: C([O:8][C:9](=[O:22])[CH2:10][N:11]1[C:15]2[C:16]([CH3:20])=[CH:17][CH:18]=[CH:19][C:14]=2[O:13][C:12]1=[O:21])C1C=CC=CC=1. Product: [CH3:20][C:16]1[C:15]2[N:11]([CH2:10][C:9]([OH:22])=[O:8])[C:12](=[O:21])[O:13][C:14]=2[CH:19]=[CH:18][CH:17]=1. The catalyst class is: 19. (7) Reactant: [CH3:1][C:2](=[CH:4][CH2:5][CH2:6][CH:7]([CH2:9][CH:10]=[O:11])[CH3:8])[CH3:3]. Product: [CH3:8][C@H:7]1[CH2:9][C@@H:10]([OH:11])[C@H:4]([C:2]([CH3:3])=[CH2:1])[CH2:5][CH2:6]1. The catalyst class is: 11. (8) Reactant: [NH2:1][CH:2]1[CH:7]([OH:8])[CH2:6][CH2:5][CH:4]([C:9]([O:11][CH2:12][CH3:13])=[O:10])[CH2:3]1.C(N(CC)CC)C.[CH2:21]([O:28][C:29](ON1C(=O)CCC1=O)=[O:30])[C:22]1[CH:27]=[CH:26][CH:25]=[CH:24][CH:23]=1. Product: [CH2:21]([O:28][C:29]([NH:1][CH:2]1[CH:7]([OH:8])[CH2:6][CH2:5][CH:4]([C:9]([O:11][CH2:12][CH3:13])=[O:10])[CH2:3]1)=[O:30])[C:22]1[CH:27]=[CH:26][CH:25]=[CH:24][CH:23]=1. The catalyst class is: 4. (9) Reactant: [F-].C([N+](CCCC)(CCCC)CCCC)CCC.C([SiH2][O:24][C:25](C)(C)[C:26]1([OH:37])[CH:33]2[CH:29]([O:30][C:31]([CH3:35])([CH3:34])[O:32]2)[C:28]([Cl:36])=[CH:27]1)(C)(C)C.CCCCCC. Product: [Cl:36][C:28]1[CH:29]2[O:30][C:31]([CH3:35])([CH3:34])[O:32][CH:33]2[C:26]([CH2:25][OH:24])([OH:37])[CH:27]=1. The catalyst class is: 54. (10) Reactant: [CH3:1][C:2]1[CH:6]=[C:5]([C:7]2[CH:12]=[CH:11][C:10]([C:13]([F:16])([F:15])[F:14])=[CH:9][N:8]=2)[S:4][C:3]=1[CH:17]=[O:18].[BH4-].[Na+]. Product: [CH3:1][C:2]1[CH:6]=[C:5]([C:7]2[CH:12]=[CH:11][C:10]([C:13]([F:16])([F:15])[F:14])=[CH:9][N:8]=2)[S:4][C:3]=1[CH2:17][OH:18]. The catalyst class is: 30.